Predict which catalyst facilitates the given reaction. From a dataset of Catalyst prediction with 721,799 reactions and 888 catalyst types from USPTO. Reactant: C=O.[OH-].[Na+].[CH3:5][O:6]CCOC.[Cl:11][C:12]([F:39])([F:38])[CH2:13][CH2:14][S:15]([CH:18]([C:29]1[C:34]([F:35])=[CH:33][CH:32]=[C:31]([F:36])[C:30]=1[F:37])[C:19]1[C:20]([CH3:28])=[CH:21][C:22]([C:25]([NH2:27])=[O:26])=[N:23][CH:24]=1)(=[O:17])=[O:16]. Product: [Cl:11][C:12]([F:38])([F:39])[CH2:13][CH2:14][S:15]([CH:18]([C:29]1[C:34]([F:35])=[CH:33][CH:32]=[C:31]([F:36])[C:30]=1[F:37])[C:19]1[C:20]([CH3:28])=[CH:21][C:22]([C:25]([NH:27][CH2:5][OH:6])=[O:26])=[N:23][CH:24]=1)(=[O:17])=[O:16]. The catalyst class is: 6.